This data is from Experimentally validated miRNA-target interactions with 360,000+ pairs, plus equal number of negative samples. The task is: Binary Classification. Given a miRNA mature sequence and a target amino acid sequence, predict their likelihood of interaction. (1) The miRNA is mmu-miR-433-3p with sequence AUCAUGAUGGGCUCCUCGGUGU. The protein sequence of the target gene is MAGLRARGGPGPGLLALSALGFCLMLQVSAKRPPKTPPCPPSCSCTRDTAFCVDSKAVPRNLPSEVISLTLVNAAFSEIQDGAFSHLPLLQFLLLNSNKFTLIGDNAFTGLSHLQYLFIENNDIWALSKFTFRGLKSLTHLSLANNNLQTLPRDIFRPLDILNDLDLRGNSLNCDCKVKWLVEWLAHTNTTVAPIYCASPPRFQEHKVQDLPLREFDCITTDFVLYQTLAFPAVSAEPFLYSSDLYLALAQPGVSACTILKWDYVERQLRDYDRIPAPSAVHCKPMVVDSQLYVVVAQLF.... Result: 0 (no interaction). (2) The miRNA is mmu-miR-337-3p with sequence UCAGCUCCUAUAUGAUGCCUUU. The protein sequence of the target gene is MIDSSKKQPQGFPEILTAEDFEPFKEKECLEGSNQKSLKEVLQLRLQQRRTREQLVDQGIMPPLKSPAAFHEQIKSLERARTENFLKHKIRSRPDRSELVRMHILEETFAEPSLQATQMKLKRARLADDLNEKIAQRPGPMELVEKNILPVDSSVKEAIIGVVKEDYPHTHGEFSFDEDSSDALSPDQPASQESQGSAASPSEPKVSASPPPVTASTPAQFTSVSPAVPEFLKTPLTADQPPTRSTAPVLPTNTVSSAKSGPMLVKQSHPKNPNDKHRSKKCKDPKPRVKKLKYHQYIPP.... Result: 0 (no interaction). (3) The miRNA is mmu-miR-191-5p with sequence CAACGGAAUCCCAAAAGCAGCUG. The protein sequence of the target gene is METHISCLFPELLAMIFGYLDVRDKGRAAQVCTAWRDAAYHKSVWRGVEAKLHLRRANPSLFPSLQARGIRRVQILSLRRSLSYVIQGMANIESLNLSGCYNLTDNGLGHAFVQEIGSLRALNLSLCKQITDSSLGRIAQYLKGLEVLELGGCSNITNTGLLLIAWGLQRLKSLNLRSCRHLSDVGIGHLAGMTRSAAEGCLGLEQLTLQDCQKLTDLSLKHISRGLTGLRLLNLSFCGGISDAGLLHLSHMGSLRSLNLRSCDNISDTGIMHLAMGSLRLSGLDVSFCDKVGDQSLAYI.... Result: 0 (no interaction). (4) The miRNA is hsa-miR-4722-5p with sequence GGCAGGAGGGCUGUGCCAGGUUG. The protein sequence of the target gene is MSAACWEEPWGLPGGFAKRVLVTGGAGFIASHMIVSLVEDYPNYMIINLDKLDYCASLKNLETISNKQNYKFIQGDICDSHFVKLLFETEKIDIVLHFAAQTHVDLSFVRAFEFTYVNVYGTHVLVSAAHEARVEKFIYVSTDEVYGGSLDKEFDESSPKQPTNPYASSKAAAECFVQSYWEQYKFPVVITRSSNVYGPHQYPEKVIPKFISLLQHNRKCCIHGSGLQTRNFLYATDVVEAFLTVLKKGKPGEIYNIGTNFEMSVVQLAKELIQLIKETNSESEMENWVDYVNDRPTNDM.... Result: 0 (no interaction). (5) The miRNA is hsa-miR-495-3p with sequence AAACAAACAUGGUGCACUUCUU. The protein sequence of the target gene is MESGSISRQREDAEMPDSSTTEGPSLEAPQSEIPEVSLCPPDSDSTESQMCPVEIEENQTKSSSPFNSHSSTQLERQVSQGSAYHSPPHKKCPCCGHQQPSQSDVCPGQMNALHQADCAASPVKTLYSCSPSRLPSCHTKMQCHWLHGSHDGSNHKPVQHHMVTVRNDGLHRIPRSYSQVIVEYPMTVLISCTLVLFACSLAGILTGPLPDFSDPLLGFEPRGTDISVRLATWTRLKQNTGPGKPLSPVPWQLTEKTTTGKDTIKSEPQFRERSRRMLHRDNAEHNFFCNAPGERYAQLV.... Result: 0 (no interaction). (6) The miRNA is hsa-miR-190a-3p with sequence CUAUAUAUCAAACAUAUUCCU. The protein sequence of the target gene is MTSPAKFKKDKEIIAEYDTQVKEIRAQLTEQMKCLDQQCELRVQLLQDLQDFFRKKAEIEMDYSRNLEKLAERFLAKTRSTKDQQFKKDQNVLSPVNCWNLLLNQVKRESRDHTTLSDIYLNNIIPRFVQVSEDSGRLFKKSKEVGQQLQDDLMKVLNELYSVMKTYHMYNADSISAQSKLKEAEKQEEKQIGKSVKQEDRQTPRSPDSTANVRIEEKHVRRSSVKKIEKMKEKRQAKYTENKLKAIKARNEYLLALEATNASVFKYYIHDLSDLIDQCCDLGYHASLNRALRTFLSAEL.... Result: 1 (interaction). (7) The miRNA is hsa-miR-5579-5p with sequence UAUGGUACUCCUUAAGCUAAC. The protein sequence of the target gene is MAQEKMELDLELPPGTGGSPAEGGGSGGGGGLRRSNSAPLIHGLSDTSPVFQAEAPSARRNSTTFPSRHGLLLPASPVRMHSSRLHQIKQEEGMDLINRETVHEREVQTAMQISHSWEESFSLSDNDVEKSASPKRIDFIPVSPAPSPTRGIGKQCFSPSLQSFVSSNGLPPSPIPSPTTRFTTRRSQSPINCIRPSVLGPLKRKCEMETEYQPKRFFQGITNMLSSDVAQLSDPGVCVSSDTLDGNSSSAGSSCNSPAKVSTTTDSPVSPAQAASPFIPLDELSSK. Result: 0 (no interaction). (8) The miRNA is mmu-miR-7681-5p with sequence AUCCUGUCCUUGCCCUCUCU. The protein sequence of the target gene is MGSDRSALGRPGCTGSCLSSRASLLPLLLVLLDCLGHGTASKDAEVYAAENWLRLYGYLPQPSRHMSTMRSAQILASALAEMQSFYGIPVTGVLDEETKTWMKRPRCGVPDQFGVHVKANLRRRRKRYTLTGKAWNNYHLTFSIQNYTEKLGWYNSMEAVRRAFQVWEQVTPLVFQEVSYDDIRLRRRAEADIMVLFASGFHGDSSPFDGVGGFLAHAYFPGPGLGGDTHFDADEPWTFSSTDLHGISLFLVAVHELGHALGLEHSSNPSAIMAPFYQWMDTDNFQLPEDDLRGIQQLYG.... Result: 0 (no interaction). (9) The miRNA is hsa-miR-130a-3p with sequence CAGUGCAAUGUUAAAAGGGCAU. The protein sequence of the target gene is MDVCARLALWLLWGLLLHQGQSLSHSHSEKNTGASSGATSEESTEAEFCRIDKPLCHSEDEKLSFEAVRNIHKLMDDDANGDVDVEESDEFLREDLNYHDPTVKHSTFHGEDKLISVEDLWKAWKSSEVYNWTVDEVIQWLITYVELPQYEETFRKLQLTGHAMPRLAVTNTTMTGTVLKMTDRSHRQKLQLKALDTVLFGPPLLTRHNHLKDFMLVVSIVIGVGGCWFAYIQNRYSKEHMKKMMKDLEGLHRAEQSLHDLQERLHKAQEEHRTVEVEKVHLEKKLRDEINLAKQEAQRL.... Result: 0 (no interaction). (10) The miRNA is hsa-miR-3175 with sequence CGGGGAGAGAACGCAGUGACGU. The protein sequence of the target gene is MAGLTVRDPAVDRSLRSVFVGNIPYEATEEQLKDIFSEVGPVVSFRLVYDRETGKPKGYGFCEYQDQETALSAMRNLNGREFSGRALRVDNAASEKNKEELKSLGTGAPVIESPYGETISPEDAPESISKAVASLPPEQMFELMKQMKLCVQNSPQEARNMLLQNPQLAYALLQAQVVMRIVDPEIALKILHRQTNIPTLIAGNPQPVHGAGPGSGSNVSMNQQNPQAPQAQSLGGMHVNGAPPLMQASMQGGVPAPGQMPAAVTGPGPGSLAPGGGMQAQVGMPGSGPVSMERGQVPMQ.... Result: 1 (interaction).